This data is from Reaction yield outcomes from USPTO patents with 853,638 reactions. The task is: Predict the reaction yield, written as a fraction of the theoretical maximum amount of product (1.0 means a 100% yield; for example, 0.34 means a 34% yield). The reactants are [F:1][C:2]1[CH:7]=[CH:6][C:5]([C:8](=O)[CH2:9][C:10](=O)[C:11]([F:14])([F:13])[F:12])=[CH:4][CH:3]=1.[NH2:17][C:18]1[C:22]([C:23]#[N:24])=[CH:21][NH:20][N:19]=1. No catalyst specified. The product is [F:1][C:2]1[CH:7]=[CH:6][C:5]([C:8]2[CH:9]=[C:10]([C:11]([F:14])([F:13])[F:12])[N:19]3[N:20]=[CH:21][C:22]([C:23]#[N:24])=[C:18]3[N:17]=2)=[CH:4][CH:3]=1. The yield is 0.390.